This data is from Catalyst prediction with 721,799 reactions and 888 catalyst types from USPTO. The task is: Predict which catalyst facilitates the given reaction. (1) Reactant: Cl.[F:2][C:3]1[CH:22]=[CH:21][CH:20]=[CH:19][C:4]=1[CH2:5][N:6]1[C:10]([C:11]2[CH:15]=[CH:14][O:13][N:12]=2)=[CH:9][C:8]([C:16](=[NH:18])[NH2:17])=[N:7]1.O.[NH2:24]N.[O:26]=[CH:27][C:28](OCC)=O. Product: [F:2][C:3]1[CH:22]=[CH:21][CH:20]=[CH:19][C:4]=1[CH2:5][N:6]1[C:10]([C:11]2[CH:15]=[CH:14][O:13][N:12]=2)=[CH:9][C:8]([C:16]2[NH:17][C:27](=[O:26])[CH:28]=[N:24][N:18]=2)=[N:7]1. The catalyst class is: 8. (2) Reactant: B.C1COCC1.[CH3:7][C:8]1[CH:13]=[CH:12][CH:11]=[CH:10][C:9]=1[O:14][C:15]1[S:19][C:18]([C:20]#[N:21])=[CH:17][CH:16]=1.[ClH:22]. Product: [ClH:22].[CH3:7][C:8]1[CH:13]=[CH:12][CH:11]=[CH:10][C:9]=1[O:14][C:15]1[S:19][C:18]([CH2:20][NH2:21])=[CH:17][CH:16]=1. The catalyst class is: 1. (3) Reactant: [Cl:1][C:2]1[CH:7]=[CH:6][N:5]=[C:4]2[CH:8]=[C:9]([C:11]3[S:12][C:13]([C:17]([OH:19])=O)=[C:14]([CH3:16])[N:15]=3)[S:10][C:3]=12.[Cl:20]CCCl.CN(C)C=O.S(Cl)(Cl)=O. Product: [Cl:1][C:2]1[CH:7]=[CH:6][N:5]=[C:4]2[CH:8]=[C:9]([C:11]3[S:12][C:13]([C:17]([Cl:20])=[O:19])=[C:14]([CH3:16])[N:15]=3)[S:10][C:3]=12. The catalyst class is: 27.